Task: Predict the product of the given reaction.. Dataset: Forward reaction prediction with 1.9M reactions from USPTO patents (1976-2016) (1) The product is: [CH3:1][C@H:2]([CH2:3][CH2:4][CH2:5][CH3:6])[CH2:7][C:8]([OH:10])=[O:9]. Given the reactants [CH3:1][C@@H:2]([CH:7](C(O)=O)[C:8]([OH:10])=[O:9])[CH2:3][CH2:4][CH2:5][CH3:6].[OH-].[Na+], predict the reaction product. (2) Given the reactants [F:1][C:2]1[CH:7]=[CH:6][CH:5]=[CH:4][C:3]=1[S:8](Cl)(=[O:10])=[O:9].[NH2:12][C:13]1[C:14]2[C:21]([C:22]([C:24]3[CH:29]=[C:28]([NH2:30])[CH:27]=[CH:26][N:25]=3)=[O:23])=[CH:20][N:19]([CH:31]([CH3:33])[CH3:32])[C:15]=2[N:16]=[CH:17][N:18]=1.NC1C2C(C(C3C=CN=C(NS(C4C=CC=CC=4F)(=O)=O)C=3)=O)=CN(C(C)C)C=2N=CN=1, predict the reaction product. The product is: [NH2:12][C:13]1[C:14]2[C:21]([C:22]([C:24]3[CH:29]=[C:28]([NH:30][S:8]([C:3]4[CH:4]=[CH:5][CH:6]=[CH:7][C:2]=4[F:1])(=[O:10])=[O:9])[CH:27]=[CH:26][N:25]=3)=[O:23])=[CH:20][N:19]([CH:31]([CH3:33])[CH3:32])[C:15]=2[N:16]=[CH:17][N:18]=1. (3) Given the reactants [CH2:1]([NH:3][C:4]1[S:5][C@H:6]2[O:12][C@H:11]([CH2:13]O)[C@@H:10]([OH:15])[C@H:9]([OH:16])[C@H:7]2[N:8]=1)[CH3:2].C1(P(C2C=CC=CC=2)C2C=CC=CC=2)C=CC=CC=1.C(OCC(/N=N\C(OC(C)C)=O)=O)(C)C.P([N:67]=[N+:68]=[N-:69])(OC1C=CC=CC=1)(OC1C=CC=CC=1)=O, predict the reaction product. The product is: [N:67]([CH2:13][CH:11]1[O:12][CH:6]2[CH:7]([N:8]=[C:4]([NH:3][CH2:1][CH3:2])[S:5]2)[CH:9]([OH:16])[CH:10]1[OH:15])=[N+:68]=[N-:69].